From a dataset of Catalyst prediction with 721,799 reactions and 888 catalyst types from USPTO. Predict which catalyst facilitates the given reaction. (1) Reactant: C([O:8][C@@H:9]1[C@@H:17]([C@@H:18]([O:21]CC2C=CC=CC=2)[CH2:19][F:20])[O:16][C@H:15]2[C@H:11]([N:12]=[C:13]([N:29]([CH3:31])[CH3:30])[S:14]2)[C@H:10]1[O:32]CC1C=CC=CC=1)C1C=CC=CC=1.B(Cl)(Cl)Cl.CO.[NH4+].[OH-]. Product: [CH3:30][N:29]([CH3:31])[C:13]1[S:14][C@H:15]2[O:16][C@H:17]([C@H:18]([OH:21])[CH2:19][F:20])[C@@H:9]([OH:8])[C@H:10]([OH:32])[C@H:11]2[N:12]=1. The catalyst class is: 4. (2) Reactant: O.O.[Sn](Cl)Cl.[N+:6]([C:9]1[CH:38]=[CH:37][C:12]2[C:13](=[O:36])[C:14]3[CH:21]=[CH:20][C:19]([NH:22][C:23]4[CH:28]=[CH:27][C:26]([C:29]([F:32])([F:31])[F:30])=[CH:25][C:24]=4[N+:33]([O-])=O)=[CH:18][C:15]=3[O:16][CH2:17][C:11]=2[CH:10]=1)([O-])=O. Product: [NH2:6][C:9]1[CH:38]=[CH:37][C:12]2[C:13](=[O:36])[C:14]3[CH:21]=[CH:20][C:19]([NH:22][C:23]4[CH:28]=[CH:27][C:26]([C:29]([F:32])([F:30])[F:31])=[CH:25][C:24]=4[NH2:33])=[CH:18][C:15]=3[O:16][CH2:17][C:11]=2[CH:10]=1. The catalyst class is: 8. (3) Reactant: [CH:1]1[C:6]([NH2:7])=[CH:5][CH:4]=[C:3]([OH:8])[CH:2]=1.[CH3:9][S:10](Cl)(=[O:12])=[O:11].O.Cl. Product: [CH3:9][S:10]([NH:7][C:6]1[CH:5]=[CH:4][C:3]([OH:8])=[CH:2][CH:1]=1)(=[O:12])=[O:11]. The catalyst class is: 17. (4) Reactant: [Cl:1][C:2]1[CH:7]=[CH:6][C:5]([S:8]([N:11]([C@H:20]([CH2:24][CH:25]([CH3:27])[CH3:26])[C:21]([NH2:23])=[O:22])[CH2:12][C:13]2[CH:18]=[CH:17][C:16]([NH2:19])=[CH:15][CH:14]=2)(=[O:10])=[O:9])=[CH:4][CH:3]=1.CCN(CC)CC.[C:35](Cl)(=[O:37])[CH3:36]. Product: [C:35]([NH:19][C:16]1[CH:17]=[CH:18][C:13]([CH2:12][N:11]([C@H:20]([CH2:24][CH:25]([CH3:27])[CH3:26])[C:21]([NH2:23])=[O:22])[S:8]([C:5]2[CH:4]=[CH:3][C:2]([Cl:1])=[CH:7][CH:6]=2)(=[O:9])=[O:10])=[CH:14][CH:15]=1)(=[O:37])[CH3:36]. The catalyst class is: 2.